The task is: Predict the reaction yield, written as a fraction of the theoretical maximum amount of product (1.0 means a 100% yield; for example, 0.34 means a 34% yield).. This data is from Reaction yield outcomes from USPTO patents with 853,638 reactions. (1) The reactants are [N+:1]([C:4]1[CH:5]=[C:6]([C:10]2[S:14][C:13]([NH2:15])=[N:12][N:11]=2)[CH:7]=[CH:8][CH:9]=1)([O-:3])=[O:2].[Cl:16][C:17](=O)[CH2:18][C:19](OC)=[O:20].O=P(Cl)(Cl)Cl.CCN(C(C)C)C(C)C. The catalyst is CC#N. The product is [Cl:16][C:17]1[N:15]=[C:13]2[S:14][C:10]([C:6]3[CH:7]=[CH:8][CH:9]=[C:4]([N+:1]([O-:3])=[O:2])[CH:5]=3)=[N:11][N:12]2[C:19](=[O:20])[CH:18]=1. The yield is 0.326. (2) The reactants are [CH2:1]([O:8][C:9]1[CH:14]=[CH:13][C:12]([C:15]2[CH:20]=[CH:19][C:18]([NH:21][C:22](=[O:28])[O:23][C:24]([CH3:27])([CH3:26])[CH3:25])=[CH:17][CH:16]=2)=[C:11]([N+:29]([O-])=O)[CH:10]=1)[C:2]1[CH:7]=[CH:6][CH:5]=[CH:4][CH:3]=1.CCCCCC. The product is [CH2:1]([O:8][C:9]1[CH:10]=[C:11]2[C:12]([C:15]3[CH:20]=[CH:19][C:18]([NH:21][C:22](=[O:28])[O:23][C:24]([CH3:27])([CH3:26])[CH3:25])=[CH:17][C:16]=3[NH:29]2)=[CH:13][CH:14]=1)[C:2]1[CH:7]=[CH:6][CH:5]=[CH:4][CH:3]=1. The yield is 0.740. The catalyst is P(OCC)(OCC)OCC. (3) The reactants are [N:1]([CH2:4][C@H:5]1[CH:14]=[CH:13][C:12]2[C:7](=[C:8]([C:15]3[C:20]([Cl:21])=[CH:19][CH:18]=[CH:17][C:16]=3[Cl:22])[CH:9]=[CH:10][CH:11]=2)[O:6]1)=[N+]=[N-].C1(P(C2C=CC=CC=2)C2C=CC=CC=2)C=CC=CC=1. The catalyst is O1CCCC1.O. The product is [Cl:22][C:16]1[CH:17]=[CH:18][CH:19]=[C:20]([Cl:21])[C:15]=1[C:8]1[CH:9]=[CH:10][CH:11]=[C:12]2[C:7]=1[O:6][C@@H:5]([CH2:4][NH2:1])[CH:14]=[CH:13]2. The yield is 0.900. (4) The reactants are [C:1]([C:3]1[CH:8]=[CH:7][C:6]([C@@H:9]2[C:14]([C:15]#[N:16])=[C:13]([CH3:17])[N:12]([C:18]3[CH:23]=[CH:22][CH:21]=[C:20]([C:24]([F:27])([F:26])[F:25])[CH:19]=3)[C:11](=[O:28])[NH:10]2)=[C:5]([S:29]([CH3:32])(=[O:31])=[O:30])[CH:4]=1)#[N:2].[H-].[Na+].[Cl:35][CH2:36][S:37](Cl)(=[O:39])=[O:38]. No catalyst specified. The product is [C:1]([C:3]1[CH:8]=[CH:7][C:6]([C@@H:9]2[C:14]([C:15]#[N:16])=[C:13]([CH3:17])[N:12]([C:18]3[CH:23]=[CH:22][CH:21]=[C:20]([C:24]([F:27])([F:26])[F:25])[CH:19]=3)[C:11](=[O:28])[N:10]2[S:37]([CH2:36][Cl:35])(=[O:39])=[O:38])=[C:5]([S:29]([CH3:32])(=[O:31])=[O:30])[CH:4]=1)#[N:2]. The yield is 0.690. (5) The reactants are [F:1][C:2]1[CH:7]=[C:6]([O:8][CH3:9])[CH:5]=[CH:4][C:3]=1[N:10]1[C:14]([C:15](=O)[CH:16]([CH3:20])[CH2:17][CH:18]=O)=[C:13]([C:22]#[N:23])[C:12]([CH3:24])=[N:11]1.[CH3:25][NH2:26]. The catalyst is C(Cl)Cl. The product is [CH3:25][N:26]1[CH:18]=[CH:17][C:16]([CH3:20])=[C:15]1[C:14]1[N:10]([C:3]2[CH:4]=[CH:5][C:6]([O:8][CH3:9])=[CH:7][C:2]=2[F:1])[N:11]=[C:12]([CH3:24])[C:13]=1[C:22]#[N:23]. The yield is 0.620. (6) The reactants are F[C:2]1[CH:7]=[CH:6][CH:5]=[C:4]([F:8])[C:3]=1[O:9][CH3:10].C[Si](C)(C)[N-:13][Si](C)(C)C.[K+].O.S(=O)(=O)(O)O.[C:27]1([CH3:33])[CH:32]=CC=C[CH:28]=1. The catalyst is C(OCC)(=O)C. The product is [F:8][C:4]1[C:3]([O:9][CH3:10])=[C:2]([C:27]([CH3:33])([CH3:32])[C:28]#[N:13])[CH:7]=[CH:6][CH:5]=1. The yield is 0.571. (7) The reactants are [CH2:1]([O:3][C:4]1[CH:14]=[CH:13][C:7]([C:8]([O:10]CC)=[O:9])=[CH:6][C:5]=1[CH3:15])[CH3:2].[OH-].[Na+].Cl. The catalyst is O.CO. The product is [CH2:1]([O:3][C:4]1[CH:14]=[CH:13][C:7]([C:8]([OH:10])=[O:9])=[CH:6][C:5]=1[CH3:15])[CH3:2]. The yield is 0.640. (8) The reactants are [CH3:1][O:2][C:3]1[C:12]([OH:13])=[C:11]2[C:6]([CH:7]=[CH:8][CH:9]=[N:10]2)=[CH:5][CH:4]=1.C([O-])([O-])=O.[K+].[K+].[CH2:20](Cl)[C:21]1[CH:26]=[CH:25][CH:24]=[CH:23][CH:22]=1. The catalyst is C(#N)C.C(Cl)Cl. The product is [CH3:1][O:2][C:3]1[C:12]([O:13][CH2:20][C:21]2[CH:26]=[CH:25][CH:24]=[CH:23][CH:22]=2)=[C:11]2[C:6]([CH:7]=[CH:8][CH:9]=[N:10]2)=[CH:5][CH:4]=1. The yield is 0.770.